This data is from Full USPTO retrosynthesis dataset with 1.9M reactions from patents (1976-2016). The task is: Predict the reactants needed to synthesize the given product. (1) Given the product [N:9]1([CH2:14][CH2:15][O:16][C:17]2[CH:18]=[CH:19][C:20]([NH:23][C:2]3[CH:3]=[C:4]([NH2:8])[N:5]=[CH:6][N:7]=3)=[CH:21][CH:22]=2)[CH2:13][CH2:12][CH2:11][CH2:10]1, predict the reactants needed to synthesize it. The reactants are: Cl[C:2]1[N:7]=[CH:6][N:5]=[C:4]([NH2:8])[CH:3]=1.[N:9]1([CH2:14][CH2:15][O:16][C:17]2[CH:22]=[CH:21][C:20]([NH2:23])=[CH:19][CH:18]=2)[CH2:13][CH2:12][CH2:11][CH2:10]1. (2) Given the product [NH2:3][C:4]1[CH:12]=[CH:11][C:10]([C:13]([OH:15])=[O:14])=[CH:9][C:5]=1[C:6]([O:7][CH3:2])=[O:8], predict the reactants needed to synthesize it. The reactants are: O=[C:2]1[O:7][C:6](=[O:8])[C:5]2[CH:9]=[C:10]([C:13]([OH:15])=[O:14])[CH:11]=[CH:12][C:4]=2[NH:3]1.